From a dataset of Reaction yield outcomes from USPTO patents with 853,638 reactions. Predict the reaction yield, written as a fraction of the theoretical maximum amount of product (1.0 means a 100% yield; for example, 0.34 means a 34% yield). (1) The reactants are [O:1]1[CH2:6][CH2:5][N:4]([CH2:7][CH2:8][O:9][C:10]2[CH:15]=[CH:14][C:13]([C:16]3[S:24][C:23]4[C:18](=[N:19][CH:20]=[CH:21][C:22]=4[O:25][C:26]4[CH:31]=[CH:30][C:29]([NH2:32])=[CH:28][CH:27]=4)[CH:17]=3)=[CH:12][CH:11]=2)[CH2:3][CH2:2]1.FC1C=C(N[C:66]([NH:68][C:69](=[O:77])[CH2:70][C:71]2[CH:76]=[CH:75][CH:74]=[CH:73][CH:72]=2)=[S:67])C=CC=1OC1C=CN=C2C=C(C3C=CC=C(OCCN4CCOCC4)C=3)SC=12. No catalyst specified. The product is [O:1]1[CH2:6][CH2:5][N:4]([CH2:7][CH2:8][O:9][C:10]2[CH:15]=[CH:14][C:13]([C:16]3[S:24][C:23]4[C:18](=[N:19][CH:20]=[CH:21][C:22]=4[O:25][C:26]4[CH:27]=[CH:28][C:29]([NH:32][C:66]([NH:68][C:69](=[O:77])[CH2:70][C:71]5[CH:72]=[CH:73][CH:74]=[CH:75][CH:76]=5)=[S:67])=[CH:30][CH:31]=4)[CH:17]=3)=[CH:12][CH:11]=2)[CH2:3][CH2:2]1. The yield is 0.300. (2) The reactants are Br[C:2]1[CH:3]=[C:4]2[C:9](=[CH:10][CH:11]=1)[N:8]=[C:7]([O:12][CH2:13][CH2:14][O:15][CH2:16][CH2:17][O:18][CH2:19][CH2:20][OH:21])[CH:6]=[CH:5]2.[CH3:22][N:23]([CH3:33])[C:24]1[CH:29]=[CH:28][C:27](B(O)O)=[CH:26][CH:25]=1.C(=O)([O-])[O-].[Na+].[Na+].C1(C)C=CC=CC=1. The catalyst is [Br-].C([N+](CCCC)(CCCC)CCCC)CCC.C(O)C. The product is [CH3:22][N:23]([CH3:33])[C:24]1[CH:29]=[CH:28][C:27]([C:2]2[CH:3]=[C:4]3[C:9](=[CH:10][CH:11]=2)[N:8]=[C:7]([O:12][CH2:13][CH2:14][O:15][CH2:16][CH2:17][O:18][CH2:19][CH2:20][OH:21])[CH:6]=[CH:5]3)=[CH:26][CH:25]=1. The yield is 0.940.